Dataset: Peptide-MHC class I binding affinity with 185,985 pairs from IEDB/IMGT. Task: Regression. Given a peptide amino acid sequence and an MHC pseudo amino acid sequence, predict their binding affinity value. This is MHC class I binding data. (1) The peptide sequence is FEDLRVLSF. The MHC is H-2-Kk with pseudo-sequence H-2-Kk. The binding affinity (normalized) is 0.680. (2) The binding affinity (normalized) is 0.252. The MHC is HLA-C14:02 with pseudo-sequence HLA-C14:02. The peptide sequence is SMFERDFHF. (3) The peptide sequence is LIRCLRCQK. The MHC is HLA-A11:02 with pseudo-sequence HLA-A11:01. The binding affinity (normalized) is 0.452.